Dataset: Forward reaction prediction with 1.9M reactions from USPTO patents (1976-2016). Task: Predict the product of the given reaction. (1) Given the reactants [F:1][C:2]1([F:15])[CH2:4][CH:3]1[CH:5]1[C:14]2[C:9](=[CH:10][CH:11]=[CH:12][CH:13]=2)[NH:8][CH2:7][CH2:6]1.I[CH2:17][C:18]([NH2:20])=[O:19].CCN(C(C)C)C(C)C.[OH-].[Na+], predict the reaction product. The product is: [F:15][C:2]1([F:1])[CH2:4][CH:3]1[CH:5]1[C:14]2[C:9](=[CH:10][CH:11]=[CH:12][CH:13]=2)[N:8]([CH2:17][C:18]([NH2:20])=[O:19])[CH2:7][CH2:6]1. (2) Given the reactants [Cl:1]C1C=CC(C(CCC(O)=O)=O)=CC=1.CN(C=O)C.[CH3:20][N:21]([CH3:35])[C:22]1([C:29]2[CH:34]=[CH:33][CH:32]=[CH:31][CH:30]=2)[CH2:27][CH2:26][CH:25]([NH2:28])[CH2:24][CH2:23]1.ON1C2C=CC=CC=2N=N1.C(=O)([O-])[O-].[Na+].[Na+].Cl.[Cl:53][C:54]1[CH:59]=[CH:58][C:57]([C:60](=[O:81])[CH2:61][CH2:62][C:63](NC2CCC(N(C)C)(C3C=CC=CC=3)CC2)=[O:64])=[CH:56][CH:55]=1.Cl[Si](C)(C)C, predict the reaction product. The product is: [ClH:1].[Cl:53][C:54]1[CH:55]=[CH:56][C:57]([C:60](=[O:81])[CH2:61][CH2:62][C:63]([NH:28][CH:25]2[CH2:26][CH2:27][C:22]([N:21]([CH3:35])[CH3:20])([C:29]3[CH:34]=[CH:33][CH:32]=[CH:31][CH:30]=3)[CH2:23][CH2:24]2)=[O:64])=[CH:58][CH:59]=1. (3) Given the reactants [Cl:1][C:2]1[CH:9]=[C:8]([O:10][CH:11]2[CH2:16][CH2:15][CH2:14][CH2:13][O:12]2)[CH:7]=[CH:6][C:3]=1[CH:4]=O.[N:17]1([CH2:22][CH2:23][O:24][C:25]2[CH:30]=[CH:29][C:28]([NH2:31])=[CH:27][CH:26]=2)[CH2:21][CH2:20][CH2:19][CH2:18]1.S([O-])([O-])(=O)=O.[Mg+2].[BH4-].[Na+], predict the reaction product. The product is: [Cl:1][C:2]1[CH:9]=[C:8]([O:10][CH:11]2[CH2:16][CH2:15][CH2:14][CH2:13][O:12]2)[CH:7]=[CH:6][C:3]=1[CH2:4][NH:31][C:28]1[CH:29]=[CH:30][C:25]([O:24][CH2:23][CH2:22][N:17]2[CH2:21][CH2:20][CH2:19][CH2:18]2)=[CH:26][CH:27]=1. (4) Given the reactants Cl[C:2]([F:7])([F:6])C([O-])=O.[Na+].[OH-].[Na+].CN(C=O)C.[Br:16][C:17]1[CH:42]=[CH:41][C:20]([CH2:21][C:22]2[C:23](=[O:40])[N:24]([C:33]3[N:38]=[CH:37][C:36]([OH:39])=[CH:35][N:34]=3)[C:25]([CH3:32])=[N:26][C:27]=2[CH2:28][CH2:29][CH2:30][CH3:31])=[CH:19][CH:18]=1, predict the reaction product. The product is: [Br:16][C:17]1[CH:18]=[CH:19][C:20]([CH2:21][C:22]2[C:23](=[O:40])[N:24]([C:33]3[N:34]=[CH:35][C:36]([O:39][CH:2]([F:6])[F:7])=[CH:37][N:38]=3)[C:25]([CH3:32])=[N:26][C:27]=2[CH2:28][CH2:29][CH2:30][CH3:31])=[CH:41][CH:42]=1. (5) Given the reactants C(OC(=O)[NH:7][CH:8]1[CH2:13][CH2:12][N:11]([CH2:14]/[CH:15]=[CH:16]/[C:17]2[CH:22]=[C:21]([F:23])[CH:20]=[CH:19][C:18]=2[F:24])[CH2:10][CH2:9]1)(C)(C)C.FC(F)(F)C(O)=O.NC1CCN(CCN2C3C=C(OC)C=CC=3COC2=O)CC1, predict the reaction product. The product is: [F:24][C:18]1[CH:19]=[CH:20][C:21]([F:23])=[CH:22][C:17]=1/[CH:16]=[CH:15]/[CH2:14][N:11]1[CH2:12][CH2:13][CH:8]([NH2:7])[CH2:9][CH2:10]1. (6) Given the reactants [CH:1]([N:4]1[C:8]([N:9]2[N:18]=[C:17]3[C:11]([CH2:12][CH2:13][O:14][C:15]4[CH:22]=[C:21]([C:23]5[CH:24]=[N:25][N:26]([CH2:28][CH2:29][O:30]C6CCCCO6)[CH:27]=5)[CH:20]=[CH:19][C:16]=43)=[CH:10]2)=[N:7][CH:6]=[N:5]1)([CH3:3])[CH3:2].Cl.CO, predict the reaction product. The product is: [CH:1]([N:4]1[C:8]([N:9]2[N:18]=[C:17]3[C:11]([CH2:12][CH2:13][O:14][C:15]4[CH:22]=[C:21]([C:23]5[CH:24]=[N:25][N:26]([CH2:28][CH2:29][OH:30])[CH:27]=5)[CH:20]=[CH:19][C:16]=43)=[CH:10]2)=[N:7][CH:6]=[N:5]1)([CH3:3])[CH3:2].